This data is from Reaction yield outcomes from USPTO patents with 853,638 reactions. The task is: Predict the reaction yield, written as a fraction of the theoretical maximum amount of product (1.0 means a 100% yield; for example, 0.34 means a 34% yield). (1) The reactants are [Br:1][C:2]1[CH:3]=[C:4]2[C:10]([I:11])=[CH:9][NH:8][C:5]2=[N:6][CH:7]=1.[H-].[Na+].[C:14]1([S:20](Cl)(=[O:22])=[O:21])[CH:19]=[CH:18][CH:17]=[CH:16][CH:15]=1.O. The catalyst is CN(C=O)C. The product is [C:14]1([S:20]([N:8]2[C:5]3=[N:6][CH:7]=[C:2]([Br:1])[CH:3]=[C:4]3[C:10]([I:11])=[CH:9]2)(=[O:22])=[O:21])[CH:19]=[CH:18][CH:17]=[CH:16][CH:15]=1. The yield is 0.930. (2) The reactants are [ClH:1].[CH2:2]([C:10]1[N:11]=[C:12]([NH2:15])[NH:13][CH:14]=1)[CH2:3][CH2:4][CH2:5][CH2:6][CH2:7][C:8]#[CH:9].[N:16]([CH2:19][C:20]([CH3:28])=[CH:21][C:22]1[CH:27]=[CH:26][CH:25]=[CH:24][CH:23]=1)=[N+:17]=[N-:18]. No catalyst specified. The product is [ClH:1].[CH3:28][C:20](=[CH:21][C:22]1[CH:27]=[CH:26][CH:25]=[CH:24][CH:23]=1)[CH2:19][N:16]1[CH:9]=[C:8]([CH2:7][CH2:6][CH2:5][CH2:4][CH2:3][CH2:2][C:10]2[N:11]=[C:12]([NH2:15])[NH:13][CH:14]=2)[N:18]=[N:17]1. The yield is 0.850. (3) The reactants are [F:1][C:2]1[CH:3]=[C:4]([CH:16]=[CH:17][C:18]=1[N+:19]([O-])=O)[O:5][Si:6]([CH:13]([CH3:15])[CH3:14])([CH:10]([CH3:12])[CH3:11])[CH:7]([CH3:9])[CH3:8]. The catalyst is C(OCC)(=O)C. The product is [F:1][C:2]1[CH:3]=[C:4]([O:5][Si:6]([CH:10]([CH3:12])[CH3:11])([CH:13]([CH3:15])[CH3:14])[CH:7]([CH3:8])[CH3:9])[CH:16]=[CH:17][C:18]=1[NH2:19]. The yield is 1.00. (4) The reactants are CS(C)=O.C(Cl)(=O)C(Cl)=O.C(=O)=O.CC(C)=O.[OH:18][CH2:19][C@@H:20]1[CH2:24][C:23]([CH3:25])=[CH:22][N:21]1[C:26]([C:28]1[CH:33]=[C:32]([O:34][CH3:35])[C:31]([O:36][Si:37]([CH:44]([CH3:46])[CH3:45])([CH:41]([CH3:43])[CH3:42])[CH:38]([CH3:40])[CH3:39])=[CH:30][C:29]=1[NH:47][C:48]([O:50][CH2:51][C:52]1[CH:57]=[CH:56][C:55]([NH:58][NH:59][CH:60]([CH3:76])[C:61]([NH:63][CH:64]([CH:73]([CH3:75])[CH3:74])[C:65](=[O:72])[C:66]([O:68][CH2:69][CH:70]=[CH2:71])=[O:67])=[O:62])=[CH:54][CH:53]=1)=[O:49])=[O:27].C(N(CC)CC)C. The catalyst is ClCCl. The product is [OH:18][C@@H:19]1[N:47]([C:48]([O:50][CH2:51][C:52]2[CH:53]=[CH:54][C:55]([NH:58][NH:59][CH:60]([CH3:76])[C:61]([NH:63][CH:64]([CH:73]([CH3:75])[CH3:74])[C:65](=[O:72])[C:66]([O:68][CH2:69][CH:70]=[CH2:71])=[O:67])=[O:62])=[CH:56][CH:57]=2)=[O:49])[C:29]2[CH:30]=[C:31]([O:36][Si:37]([CH:41]([CH3:42])[CH3:43])([CH:44]([CH3:45])[CH3:46])[CH:38]([CH3:40])[CH3:39])[C:32]([O:34][CH3:35])=[CH:33][C:28]=2[C:26](=[O:27])[N:21]2[CH:22]=[C:23]([CH3:25])[CH2:24][C@@H:20]12. The yield is 0.600. (5) The reactants are [CH3:1][O:2][C:3]([C:5]1[C:6](=[O:30])[C:7]2[C:12]([C:13]=1[C:14]1[CH:19]=[CH:18][CH:17]=[CH:16][CH:15]=1)=[CH:11][CH:10]=[C:9]([O:20][CH2:21][CH2:22][CH2:23][C:24]1[CH:29]=[CH:28][CH:27]=[CH:26][CH:25]=1)[CH:8]=2)=[O:4].[C:31]1([Mg]Cl)[CH:36]=[CH:35][CH:34]=[CH:33][CH:32]=1. The catalyst is C1COCC1. The product is [CH3:1][O:2][C:3]([C:5]1[C:6]([OH:30])([C:31]2[CH:36]=[CH:35][CH:34]=[CH:33][CH:32]=2)[C:7]2[C:12]([C:13]=1[C:14]1[CH:19]=[CH:18][CH:17]=[CH:16][CH:15]=1)=[CH:11][CH:10]=[C:9]([O:20][CH2:21][CH2:22][CH2:23][C:24]1[CH:25]=[CH:26][CH:27]=[CH:28][CH:29]=1)[CH:8]=2)=[O:4]. The yield is 0.900.